Dataset: Forward reaction prediction with 1.9M reactions from USPTO patents (1976-2016). Task: Predict the product of the given reaction. (1) Given the reactants Br[C:2]1[C:3]([NH2:14])=[N:4][CH:5]=[C:6]([C:8]2[CH:13]=[CH:12][CH:11]=[CH:10][CH:9]=2)[N:7]=1.C(N(CC)CC)C, predict the reaction product. The product is: [NH2:14][C:3]1[CH:2]=[N:7][C:6]([C:8]2[CH:13]=[CH:12][CH:11]=[CH:10][CH:9]=2)=[CH:5][N:4]=1. (2) Given the reactants [OH:1][C:2]1[CH:7]=[C:6]([OH:8])[C:5]([CH:9]([CH3:11])[CH3:10])=[CH:4][C:3]=1[C:12]([N:14]1[CH2:22][C:21]2[C:16](=[CH:17][CH:18]=[C:19]([CH2:23][N:24]3[CH2:29][CH2:28][N:27]([CH3:30])[CH2:26][CH2:25]3)[CH:20]=2)[CH2:15]1)=[O:13].C[CH2:32][N:33]([CH2:36][CH3:37])[CH2:34][CH3:35].[CH2:38]([N:40]([CH2:44][CH3:45])[C:41](Cl)=[O:42])[CH3:39].C([O-])([O-])=[O:47].[K+].[K+], predict the reaction product. The product is: [CH2:34]([N:33]([CH2:36][CH3:37])[C:32]([O:1][CH:2]1[CH2:7][C:6]([O:8][C:41](=[O:42])[N:40]([CH2:44][CH3:45])[CH2:38][CH3:39])=[C:5]([CH:9]([CH3:10])[CH3:11])[CH:4]=[C:3]1[C:12]([N:14]1[CH2:22][C:21]2[C:16](=[CH:17][CH:18]=[C:19]([CH2:23][N:24]3[CH2:29][CH2:28][N:27]([CH3:30])[CH2:26][CH2:25]3)[CH:20]=2)[CH2:15]1)=[O:13])=[O:47])[CH3:35]. (3) Given the reactants N1[CH2:6][CH2:5][CH2:4][CH2:3][CH2:2]1.N1C[CH2:10][CH2:9][CH2:8]1.[C:12]([C:16]1[CH:17]=[C:18]([CH:21]=[C:22]([C:25]([CH3:28])([CH3:27])[CH3:26])[C:23]=1[OH:24])[CH:19]=O)([CH3:15])([CH3:14])[CH3:13], predict the reaction product. The product is: [C:12]([C:16]1[C:23](=[O:24])[C:22]([C:25]([CH3:28])([CH3:27])[CH3:26])=[CH:21][C:18](=[CH:19][C:2]#[C:3][C:4]2[CH:10]=[CH:9][CH:8]=[CH:6][CH:5]=2)[CH:17]=1)([CH3:15])([CH3:14])[CH3:13]. (4) The product is: [NH2:8][C@H:9]1[CH2:14][CH2:13][C@H:12]([C:15]([OH:17])=[O:16])[CH2:11][CH2:10]1. Given the reactants C(OC([NH:8][C@H:9]1[CH2:14][CH2:13][C@H:12]([C:15]([OH:17])=[O:16])[CH2:11][CH2:10]1)=O)(C)(C)C.CC(=O)OCC.Cl, predict the reaction product. (5) Given the reactants [Br:1][C:2]1[C:7](=[O:8])[N:6]2[CH:9]=[C:10]([F:13])[CH:11]=[CH:12][C:5]2=[N:4][C:3]=1[CH2:14]Cl.[C:16]([O-:19])(=[O:18])[CH3:17].[K+].CN(C=O)C, predict the reaction product. The product is: [C:16]([O:19][CH2:14][C:3]1[N:4]=[C:5]2[CH:12]=[CH:11][C:10]([F:13])=[CH:9][N:6]2[C:7](=[O:8])[C:2]=1[Br:1])(=[O:18])[CH3:17]. (6) Given the reactants [CH2:1]([O:3][C:4]([N:6]1[CH2:22][CH2:21][C:10]2[C:11]3[C:12](O)([CH3:19])[CH2:13][CH2:14][C:15]=3[C:16]([Br:18])=[CH:17][C:9]=2[CH2:8][CH2:7]1)=[O:5])[CH3:2], predict the reaction product. The product is: [CH2:1]([O:3][C:4]([N:6]1[CH2:7][CH2:8][C:9]2=[CH:17][C:16]([Br:18])=[C:15]3[C:11]([C:12]([CH3:19])=[CH:13][CH2:14]3)=[C:10]2[CH2:21][CH2:22]1)=[O:5])[CH3:2].